From a dataset of Forward reaction prediction with 1.9M reactions from USPTO patents (1976-2016). Predict the product of the given reaction. (1) Given the reactants [O:1]1[CH2:6][CH2:5][N:4]([C:7]2[CH:12]=[C:11]3[N:13](C(=O)C)[CH2:14][C:15]4([CH2:20][CH2:19][O:18][CH2:17][CH2:16]4)[C:10]3=[CH:9][CH:8]=2)[CH2:3][CH2:2]1.Cl, predict the reaction product. The product is: [O:1]1[CH2:2][CH2:3][N:4]([C:7]2[CH:12]=[C:11]3[NH:13][CH2:14][C:15]4([CH2:20][CH2:19][O:18][CH2:17][CH2:16]4)[C:10]3=[CH:9][CH:8]=2)[CH2:5][CH2:6]1. (2) Given the reactants C([O:3][C:4]([CH:6]1[CH2:11][CH2:10][N:9]([C:12]([C:14]2([CH3:17])[CH2:16][CH2:15]2)=[O:13])[CH2:8][CH2:7]1)=[O:5])C.[Li+].[OH-].C1COCC1.O, predict the reaction product. The product is: [CH3:17][C:14]1([C:12]([N:9]2[CH2:8][CH2:7][CH:6]([C:4]([OH:5])=[O:3])[CH2:11][CH2:10]2)=[O:13])[CH2:15][CH2:16]1. (3) Given the reactants [CH2:1]([N:3]1[CH:7]=[N:6][C:5]([C:8]2[CH:9]=[C:10]([CH:27]=[CH:28][CH:29]=2)[CH2:11][C:12]2[C:17](=[O:18])[CH:16]=[CH:15][N:14]([C:19]3[CH:20]=[C:21]([CH:24]=[CH:25][CH:26]=3)[C:22]#[N:23])[N:13]=2)=[N:4]1)[CH3:2].C([O-])([O-])=[O:31].[K+].[K+].OO.O, predict the reaction product. The product is: [CH2:1]([N:3]1[CH:7]=[N:6][C:5]([C:8]2[CH:9]=[C:10]([CH:27]=[CH:28][CH:29]=2)[CH2:11][C:12]2[C:17](=[O:18])[CH:16]=[CH:15][N:14]([C:19]3[CH:20]=[C:21]([CH:24]=[CH:25][CH:26]=3)[C:22]([NH2:23])=[O:31])[N:13]=2)=[N:4]1)[CH3:2]. (4) Given the reactants [CH3:1][O:2][C:3]1[CH:4]=[C:5]2[C:10](=[CH:11][CH:12]=1)[CH:9]([C:13]1[CH:18]=[CH:17][C:16](OS(C(F)(F)F)(=O)=O)=[CH:15][CH:14]=1)[CH:8]([C:27]1[CH:32]=[CH:31][CH:30]=[CH:29][CH:28]=1)[CH2:7][CH2:6]2.[C:33]([O:37][CH3:38])(=[O:36])[CH:34]=[CH2:35], predict the reaction product. The product is: [CH3:38][O:37][C:33](=[O:36])[CH:34]=[CH:35][C:16]1[CH:15]=[CH:14][C:13]([CH:9]2[C:10]3[C:5](=[CH:4][C:3]([O:2][CH3:1])=[CH:12][CH:11]=3)[CH2:6][CH2:7][CH:8]2[C:27]2[CH:32]=[CH:31][CH:30]=[CH:29][CH:28]=2)=[CH:18][CH:17]=1. (5) The product is: [Cl:1][C:2]1[CH:3]=[C:4]([C@H:9]2[C@H:15]([C:16]([OH:17])([CH:27]=[CH2:28])[CH:31]=[CH2:32])[O:14][CH2:13][CH2:12][N:11]([C:20]([O:22][C:23]([CH3:25])([CH3:24])[CH3:26])=[O:21])[CH2:10]2)[CH:5]=[CH:6][C:7]=1[Cl:8]. Given the reactants [Cl:1][C:2]1[CH:3]=[C:4]([C@H:9]2[C@H:15]([C:16](OC)=[O:17])[O:14][CH2:13][CH2:12][N:11]([C:20]([O:22][C:23]([CH3:26])([CH3:25])[CH3:24])=[O:21])[CH2:10]2)[CH:5]=[CH:6][C:7]=1[Cl:8].[CH:27]([Mg]Br)=[CH2:28].[CH2:31]1COC[CH2:32]1.O, predict the reaction product. (6) Given the reactants Cl.[C:2]1([C:8]2[CH:9]=[C:10]3[C:14](=[C:15]([C:17]([NH2:19])=[O:18])[CH:16]=2)[NH:13][N:12]=[C:11]3[CH:20]2[CH2:25][CH2:24][NH:23][CH2:22][CH2:21]2)[CH:7]=[CH:6][CH:5]=[CH:4][CH:3]=1.[C:26](Cl)(=[O:28])[CH3:27].C(N(CC)CC)C, predict the reaction product. The product is: [C:26]([N:23]1[CH2:24][CH2:25][CH:20]([C:11]2[C:10]3[C:14](=[C:15]([C:17]([NH2:19])=[O:18])[CH:16]=[C:8]([C:2]4[CH:3]=[CH:4][CH:5]=[CH:6][CH:7]=4)[CH:9]=3)[NH:13][N:12]=2)[CH2:21][CH2:22]1)(=[O:28])[CH3:27]. (7) Given the reactants [F:1][C:2]1[CH:7]=[C:6]([F:8])[CH:5]=[CH:4][C:3]=1[C:9]1[C:18]([N:19]2[CH2:23][CH2:22][CH2:21][C@@H:20]2[CH3:24])=[N:17][C:16]2[C:11](=[CH:12][CH:13]=[C:14]([C:25]([O:27]C)=[O:26])[CH:15]=2)[N:10]=1.[OH-].[Na+].O, predict the reaction product. The product is: [F:1][C:2]1[CH:7]=[C:6]([F:8])[CH:5]=[CH:4][C:3]=1[C:9]1[C:18]([N:19]2[CH2:23][CH2:22][CH2:21][C@@H:20]2[CH3:24])=[N:17][C:16]2[C:11](=[CH:12][CH:13]=[C:14]([C:25]([OH:27])=[O:26])[CH:15]=2)[N:10]=1.